This data is from NCI-60 drug combinations with 297,098 pairs across 59 cell lines. The task is: Regression. Given two drug SMILES strings and cell line genomic features, predict the synergy score measuring deviation from expected non-interaction effect. Drug 1: C1CCN(CC1)CCOC2=CC=C(C=C2)C(=O)C3=C(SC4=C3C=CC(=C4)O)C5=CC=C(C=C5)O. Drug 2: C1CN1P(=S)(N2CC2)N3CC3. Cell line: T-47D. Synergy scores: CSS=7.95, Synergy_ZIP=-6.57, Synergy_Bliss=-4.24, Synergy_Loewe=-4.33, Synergy_HSA=-4.18.